From a dataset of Forward reaction prediction with 1.9M reactions from USPTO patents (1976-2016). Predict the product of the given reaction. (1) Given the reactants [C:1]([CH:5]1[CH2:10][CH2:9][C:8]([C:11]2[CH:16]=[CH:15][C:14]([O:17][CH3:18])=[CH:13][C:12]=2[N+:19]([O-])=O)=[CH:7][CH2:6]1)([CH3:4])([CH3:3])[CH3:2].CO, predict the reaction product. The product is: [C:1]([CH:5]1[CH2:6][CH2:7][CH:8]([C:11]2[CH:16]=[CH:15][C:14]([O:17][CH3:18])=[CH:13][C:12]=2[NH2:19])[CH2:9][CH2:10]1)([CH3:4])([CH3:2])[CH3:3]. (2) Given the reactants [F:1][C:2]1[CH:7]=[CH:6][C:5]([N:8]2[CH2:13][CH2:12][N:11]([S:14]([C:17]3[CH:18]=[C:19]([CH:23]4[CH2:28][CH2:27][N:26](C(OC(C)(C)C)=O)[CH2:25][CH2:24]4)[CH:20]=[CH:21][CH:22]=3)(=[O:16])=[O:15])[C@H:10]([CH3:36])[CH2:9]2)=[C:4]([C:37]([F:40])([F:39])[F:38])[CH:3]=1.C(O)(C(F)(F)F)=O, predict the reaction product. The product is: [F:1][C:2]1[CH:7]=[CH:6][C:5]([N:8]2[CH2:13][CH2:12][N:11]([S:14]([C:17]3[CH:22]=[CH:21][CH:20]=[C:19]([CH:23]4[CH2:28][CH2:27][NH:26][CH2:25][CH2:24]4)[CH:18]=3)(=[O:16])=[O:15])[C@H:10]([CH3:36])[CH2:9]2)=[C:4]([C:37]([F:40])([F:38])[F:39])[CH:3]=1. (3) Given the reactants [F:1][C:2]1[CH:3]=[CH:4][C:5]([O:22][CH3:23])=[C:6]([CH:21]=1)[CH2:7][C:8]1[C:15]([C:16]#[N:17])=[C:14]([OH:18])[C:13]([O:19]C)=[CH:12][C:9]=1[C:10]#[N:11].BrC1C(C#N)=C(O)C(OC)=CC=1C#N.FC1C=CC(OC)=C(C=1)CB1OC(C)(C)C(C)(C)O1, predict the reaction product. The product is: [F:1][C:2]1[CH:3]=[CH:4][C:5]([O:22][CH3:23])=[C:6]([CH:21]=1)[CH2:7][C:8]1[C:15]([C:16]#[N:17])=[C:14]([OH:18])[C:13]([OH:19])=[CH:12][C:9]=1[C:10]#[N:11]. (4) The product is: [CH:43]([C:34]1([OH:33])[CH2:35][CH:36]2[CH:40]([CH2:39][CH:6]([NH:7][CH2:8][C:9]([N:11]3[CH2:15][CH2:14][CH2:13][CH:12]3[C:16]#[N:17])=[O:10])[CH2:37]2)[CH2:41]1)([CH3:44])[CH3:45]. Given the reactants C(O[C:6](=O)[NH:7][CH2:8][C:9]([N:11]1[CH2:15][CH2:14][CH2:13][CH:12]1[C:16]#[N:17])=[O:10])(C)(C)C.FC(F)(F)C(O)=O.C(N(CC)CC)C.[OH:33][C:34]1([CH:43]([CH3:45])[CH3:44])[CH2:41][CH:40]2[CH:36]([CH2:37]C(=O)[CH2:39]2)[CH2:35]1.C(O[BH-](OC(=O)C)OC(=O)C)(=O)C.[Na+], predict the reaction product. (5) Given the reactants CC([O-])(C)C.[K+].CS(O[CH2:12][C:13]1[CH:21]=[C:20]2[C:16]([CH:17]=[CH:18][N:19]2[C:22]([O:24][C:25]([CH3:28])([CH3:27])[CH3:26])=[O:23])=[CH:15][CH:14]=1)(=O)=O.[O:29]1[CH2:34][CH2:33][CH:32]([NH:35][C:36]2[N:41]=[C:40]([C:42]3[CH:47]=[CH:46][NH:45][C:44](=[O:48])[CH:43]=3)[CH:39]=[CH:38][N:37]=2)[CH2:31][CH2:30]1.O, predict the reaction product. The product is: [O:48]=[C:44]1[CH:43]=[C:42]([C:40]2[CH:39]=[CH:38][N:37]=[C:36]([NH:35][CH:32]3[CH2:33][CH2:34][O:29][CH2:30][CH2:31]3)[N:41]=2)[CH:47]=[CH:46][N:45]1[CH2:12][C:13]1[CH:21]=[C:20]2[C:16]([CH:17]=[CH:18][N:19]2[C:22]([O:24][C:25]([CH3:28])([CH3:27])[CH3:26])=[O:23])=[CH:15][CH:14]=1. (6) Given the reactants [Si]([O:8][CH2:9][CH2:10][C:11]1([S:14]([NH:17][C:18]2[C:19]([NH:29][C:30]3[CH:35]=[CH:34][C:33]([I:36])=[CH:32][C:31]=3[F:37])=[C:20]([F:28])[C:21]3[N:25]=[CH:24][N:23]([CH3:26])[C:22]=3[CH:27]=2)(=[O:16])=[O:15])[CH2:13][CH2:12]1)(C(C)(C)C)(C)C.Cl.C(=O)(O)[O-].[Na+], predict the reaction product. The product is: [F:28][C:20]1[C:21]2[N:25]=[CH:24][N:23]([CH3:26])[C:22]=2[CH:27]=[C:18]([NH:17][S:14]([C:11]2([CH2:10][CH2:9][OH:8])[CH2:13][CH2:12]2)(=[O:16])=[O:15])[C:19]=1[NH:29][C:30]1[CH:35]=[CH:34][C:33]([I:36])=[CH:32][C:31]=1[F:37]. (7) Given the reactants [Br:1][C:2]1[CH:3]=[C:4]([I:10])[C:5]([OH:9])=[N:6][C:7]=1[Cl:8].[C:11](OC(=O)C)(=[O:13])[CH3:12], predict the reaction product. The product is: [C:11]([O:9][C:5]1[C:4]([I:10])=[CH:3][C:2]([Br:1])=[C:7]([Cl:8])[N:6]=1)(=[O:13])[CH3:12]. (8) Given the reactants [CH3:1][C:2]1[C:10]([B:11]2[O:15][C:14]([CH3:17])([CH3:16])[C:13]([CH3:19])([CH3:18])[O:12]2)=[CH:9][CH:8]=[CH:7][C:3]=1[C:4](O)=[O:5].S(Cl)(Cl)=O.[F:24][C:25]([F:34])([F:33])[C:26]1[CH:27]=[C:28]([NH2:32])[CH:29]=[CH:30][CH:31]=1.C(N(CC)CC)C, predict the reaction product. The product is: [CH3:1][C:2]1[C:10]([B:11]2[O:15][C:14]([CH3:16])([CH3:17])[C:13]([CH3:18])([CH3:19])[O:12]2)=[CH:9][CH:8]=[CH:7][C:3]=1[C:4]([NH:32][C:28]1[CH:29]=[CH:30][CH:31]=[C:26]([C:25]([F:24])([F:33])[F:34])[CH:27]=1)=[O:5]. (9) The product is: [CH:32]1([C:9]2[C:8]3[C:12](=[CH:13][C:5]([C:3]([OH:4])=[O:2])=[CH:6][CH:7]=3)[N:11]([CH2:14][C:15]([N:17]3[CH2:18][CH2:19][O:20][CH2:21][CH2:22]3)=[O:16])[C:10]=2[C:23]2[CH:24]=[C:25]3[C:26](=[CH:27][CH:28]=2)[N:29]=[C:44]([C:43]2[CH:42]=[C:41]([CH3:47])[O:40][C:39]=2[CH3:38])[CH:45]=[CH:30]3)[CH2:37][CH2:36][CH2:35][CH2:34][CH2:33]1. Given the reactants C[O:2][C:3]([C:5]1[CH:13]=[C:12]2[C:8]([C:9]([CH:32]3[CH2:37][CH2:36][CH2:35][CH2:34][CH2:33]3)=[C:10]([C:23]3[CH:28]=[CH:27][C:26]([NH2:29])=[C:25]([CH:30]=O)[CH:24]=3)[N:11]2[CH2:14][C:15]([N:17]2[CH2:22][CH2:21][O:20][CH2:19][CH2:18]2)=[O:16])=[CH:7][CH:6]=1)=[O:4].[CH3:38][C:39]1[O:40][C:41]([CH3:47])=[CH:42][C:43]=1[C:44](=O)[CH3:45], predict the reaction product.